From a dataset of Experimentally validated miRNA-target interactions with 360,000+ pairs, plus equal number of negative samples. Binary Classification. Given a miRNA mature sequence and a target amino acid sequence, predict their likelihood of interaction. (1) The miRNA is hsa-miR-4290 with sequence UGCCCUCCUUUCUUCCCUC. The protein sequence of the target gene is MAFLDNPTIILAHIRQSHVTSDDTGMCEMVLIDHDVDLEKTHPPSVPGDSGSEVQGSSGETQGYIYAQSVDITSSWDFGIRRRSNTAQRLERLRKERQNQIKCKNIQWKERNSKQSAQELKSLFEKKSLKEKPPSSGKQSILSVRLEQCPLQLNNPFNEYSKFDGKGHVGTTATKKIDVYLPLHSSQDRLLPMTVVTMASARVQDLIGLICWQYTSEGREPKLNDNVSAYCLHIAEDDGEVDTDFPPLDSNEPIHKFGFSTLALVEKYSSPGLTSKESLFVRINAAHGFSLIQVDNTKVT.... Result: 0 (no interaction). (2) The miRNA is hsa-miR-6793-5p with sequence UGUGGGUUCUGGGUUGGGGUGA. The protein sequence of the target gene is MATPSAAFEALMNGVTSWDVPEDAVPCELLLIGEASFPVMVNDMGQVLIAASSYGRGRLVVVSHEDYLVEAQLTPFLLNAVGWLCSSPGAPIGVHPSLAPLAKILEGSGVDAKVEPEVKDSLGVYCIDAYNETMTEKLVKFMKCGGGLLIGGQAWDWANQGEDERVLFTFPGNLVTSVAGIYFTDNKGDTSFFKVSKKMPKIPVLVSCEDDLSDDREELLHGISELDISNSDCFPSQLLVHGALAFPLGLDSYHGCVIAAARYGRGRVVVTGHKVLFTVGKLGPFLLNAVRWLDGGRRGK.... Result: 0 (no interaction). (3) The miRNA is hsa-miR-4747-5p with sequence AGGGAAGGAGGCUUGGUCUUAG. The protein sequence of the target gene is MVQKTSMSRGPYPPSQEIPMEVFDPSPQGKYSKRKGRFKRSDGSTSSDTTSNSFVRQGSAESYTSRPSDSDVSLEEDREALRKEAERQALAQLEKAKTKPVAFAVRTNVGYNPSPGDEVPVQGVAITFEPKDFLHIKEKYNNDWWIGRLVKEGCEVGFIPSPVKLDSLRLLQEQKLRQNRLGSSKSGDNSSSSLGDVVTGTRRPTPPASAKQKQKSTEHVPPYDVVPSMRPIILVGPSLKGYEVTDMMQKALFDFLKHRFDGRISITRVTADISLAKRSVLNNPSKHIIIERSNTRSSLA.... Result: 1 (interaction). (4) The miRNA is hsa-miR-4277 with sequence GCAGUUCUGAGCACAGUACAC. The protein sequence of the target gene is MVVFGYEAGTKPRDSGVVPVGTEEAPKVFKMAASMHGQPSPSLEDAKLRRPMVIEIIEKNFDYLRKEMTQNIYQMATFGTTAGFSGIFSNFLFRRCFKVKHDALKTYASLATLPFLSTVVTDKLFVIDALYSDNISKENCVFRSSLIGIVCGVFYPSSLAFTKNGRLATKYHTVPLPPKGRVLIHWMTLCQTQMKLMAIPLVFQIMFGILNGLYHYAVFEETLEKTIHEE. Result: 0 (no interaction). (5) The miRNA is mmu-miR-1298-5p with sequence UUCAUUCGGCUGUCCAGAUGUA. The protein sequence of the target gene is MSLLDGLASSPRAPLQSSKARMKKLPKKSQNEKYRLKYLRLRKAAKATVFENAAICDEIARLEEKFLKAKEERRYLLKKLLQLQALTEGEVQAAAPSHSSSLPLTYGVASSVGTIQGAGPISGPSTGAEEPFGKKTKKEKKEKGKENNKLEVLKKTCKKKKMAGGARKLVQPIALDPSGRPVFPIGLGGLTVYSLGEIITDRPGFHDESAIYPVGYCSTRIYASMKCPDQKCLYTCQIKDGGVQPQFEIVPEDDPQNAIVSSSADACHAELLRTISTTMGKLMPNLLPAGADFFGFSHPA.... Result: 0 (no interaction). (6) The miRNA is rno-miR-200a-3p with sequence UAACACUGUCUGGUAACGAUGU. The protein sequence of the target gene is MIWYILIIGILLPQSLAHPGFFTSIGQMTDLIHTEKDLVTSLKDYIKAEEDKLEQIKKWAEKLDRLTSTATKDPEGFVGHPVNAFKLMKRLNTEWSELENLVLKDMSDGFISNLTIQRQYFPNDEDQVGAAKALLRLQDTYNLDTDTISKGNLPGVKHKSFLTAEDCFELGKVAYTEADYYHTELWMEQALRQLDEGEISTIDKVSVLDYLSYAVYQQGDLDKALLLTKKLLELDPEHQRANGNLKYFEYIMAKEKDVNKSASDDQSDQKTTPKKKGVAVDYLPERQKYEMLCRGEGIKM.... Result: 0 (no interaction). (7) The miRNA is hsa-miR-147a with sequence GUGUGUGGAAAUGCUUCUGC. The protein sequence of the target gene is MFLVGLTGGIASGKSSVIQVFQQLGCAVIDVDVMARHVVQPGYPAHRRIVEVFGTEVLLENGDINRKVLGDLIFNQPDRRQLLNAITHPEIRKEMMKETFKYFLRGYRYVILDIPLLFETKKLLKYMKHTVVVYCDRDTQLARLMRRNSLNRKDAEARINAQLPLTDKARMARHVLDNSGEWSVTKRQVILLHTELERSLEYLPLRFGVLTGLAAIASLLYLLTHYLLPYA. Result: 1 (interaction).